Dataset: Forward reaction prediction with 1.9M reactions from USPTO patents (1976-2016). Task: Predict the product of the given reaction. (1) Given the reactants [CH2:1]([O:3][C:4]1[C:5]([OH:12])=[C:6]([CH:9]=[CH:10][CH:11]=1)[CH:7]=O)[CH3:2].[CH2:13]([O:15][CH:16]([O:19][CH2:20][CH3:21])[CH2:17][NH2:18])[CH3:14].C([BH3-])#N.[Na+], predict the reaction product. The product is: [CH2:13]([O:15][CH:16]([O:19][CH2:20][CH3:21])[CH2:17][NH:18][CH2:7][C:6]1[CH:9]=[CH:10][CH:11]=[C:4]([O:3][CH2:1][CH3:2])[C:5]=1[OH:12])[CH3:14]. (2) Given the reactants O.NN.[O:4]=[C:5]1[C:18]2[CH2:17][CH2:16][CH2:15][CH2:14][C:13]=2[C:12]2[CH:11]=[CH:10][C:9]([N:19]3C(=O)C4C(C=CC=C4)C3=O)=[CH:8][C:7]=2[NH:6]1, predict the reaction product. The product is: [NH2:19][C:9]1[CH:10]=[CH:11][C:12]2[C:13]3[CH2:14][CH2:15][CH2:16][CH2:17][C:18]=3[C:5](=[O:4])[NH:6][C:7]=2[CH:8]=1. (3) Given the reactants Cl[C:2]1[N:3]=[C:4]([N:24]2[CH2:29][CH2:28][O:27][CH2:26][CH2:25]2)[C:5]2[N:10]=[C:9]([CH2:11][N:12]3[CH2:15][CH:14]([N:16]4[CH2:21][CH2:20][S:19](=[O:23])(=[O:22])[CH2:18][CH2:17]4)[CH2:13]3)[S:8][C:6]=2[N:7]=1.[CH2:30]([C:32]1[NH:33][C:34]2[CH:40]=[CH:39][CH:38]=[CH:37][C:35]=2[N:36]=1)[CH3:31].CC(C1C=C(C(C)C)C(C2C=CC=CC=2P(C2CCCCC2)C2CCCCC2)=C(C(C)C)C=1)C.C([O-])([O-])=O.[Cs+].[Cs+], predict the reaction product. The product is: [CH2:30]([C:32]1[N:33]([C:2]2[N:3]=[C:4]([N:24]3[CH2:25][CH2:26][O:27][CH2:28][CH2:29]3)[C:5]3[N:10]=[C:9]([CH2:11][N:12]4[CH2:13][CH:14]([N:16]5[CH2:17][CH2:18][S:19](=[O:22])(=[O:23])[CH2:20][CH2:21]5)[CH2:15]4)[S:8][C:6]=3[N:7]=2)[C:34]2[CH:40]=[CH:39][CH:38]=[CH:37][C:35]=2[N:36]=1)[CH3:31]. (4) The product is: [NH2:1][CH2:2][CH:3]1[CH2:8][CH2:7][N:6]([C:9]2[C:14]([F:15])=[CH:13][N:12]=[C:11]([NH:16][C:17]3[CH:22]=[CH:21][C:20]([C:37]([OH:39])=[O:38])=[CH:19][CH:18]=3)[N:10]=2)[CH2:5][CH2:4]1. Given the reactants [NH2:1][CH2:2][CH:3]1[CH2:8][CH2:7][N:6]([C:9]2[C:14]([F:15])=[CH:13][N:12]=[C:11]([NH:16][C:17]3[CH:22]=[CH:21][C:20](N4CCN(C(=O)C)CC4)=[CH:19][CH:18]=3)[N:10]=2)[CH2:5][CH2:4]1.NC1C=CC([C:37]([OH:39])=[O:38])=CC=1, predict the reaction product.